This data is from Catalyst prediction with 721,799 reactions and 888 catalyst types from USPTO. The task is: Predict which catalyst facilitates the given reaction. (1) Reactant: [Cl-].O[NH3+:3].[C:4](=[O:7])([O-])[OH:5].[Na+].CS(C)=O.[CH2:13]([C:17]1[N:18]([CH2:32][C:33]2[CH:38]=[CH:37][C:36]([C:39]3[C:40]([C:45]#[N:46])=[CH:41][CH:42]=[CH:43][CH:44]=3)=[CH:35][CH:34]=2)[C:19](=[O:31])[C:20]([C:24]2[CH:29]=[CH:28][C:27]([F:30])=[CH:26][CH:25]=2)=[C:21]([CH3:23])[N:22]=1)[CH2:14][CH2:15][CH3:16]. Product: [CH2:13]([C:17]1[N:18]([CH2:32][C:33]2[CH:34]=[CH:35][C:36]([C:39]3[CH:44]=[CH:43][CH:42]=[CH:41][C:40]=3[C:45]3[NH:3][C:4](=[O:7])[O:5][N:46]=3)=[CH:37][CH:38]=2)[C:19](=[O:31])[C:20]([C:24]2[CH:25]=[CH:26][C:27]([F:30])=[CH:28][CH:29]=2)=[C:21]([CH3:23])[N:22]=1)[CH2:14][CH2:15][CH3:16]. The catalyst class is: 6. (2) Reactant: [C:1]1([C:25]2[CH:30]=[CH:29][CH:28]=[CH:27][CH:26]=2)[CH:6]=[CH:5][C:4]([CH:7]([N:13]2[C:17]3[CH:18]=[CH:19][C:20]([N+:22]([O-:24])=[O:23])=[CH:21][C:16]=3[N:15]=[CH:14]2)[CH2:8][C:9]([O:11]C)=[O:10])=[CH:3][CH:2]=1. Product: [C:1]1([C:25]2[CH:30]=[CH:29][CH:28]=[CH:27][CH:26]=2)[CH:2]=[CH:3][C:4]([CH:7]([N:13]2[C:17]3[CH:18]=[CH:19][C:20]([N+:22]([O-:24])=[O:23])=[CH:21][C:16]=3[N:15]=[CH:14]2)[CH2:8][C:9]([OH:11])=[O:10])=[CH:5][CH:6]=1. The catalyst class is: 33. (3) Reactant: [Cl:1][C:2]1[CH:3]=[C:4]([NH:17][C:18]2[C:27]3[C:22](=[CH:23][C:24]([O:36][CH2:37][CH2:38][O:39][CH3:40])=[C:25]([NH:28][C:29]([C@@H:31]4[CH2:35][CH2:34][CH2:33][NH:32]4)=[O:30])[CH:26]=3)[N:21]=[CH:20][N:19]=2)[CH:5]=[CH:6][C:7]=1[O:8][CH2:9][C:10]1[CH:15]=[CH:14][CH:13]=[C:12]([F:16])[CH:11]=1.[C:41](O)(=[O:44])[CH:42]=[CH2:43].N1C=CC=CC=1.Cl.CN(C)CCCN=C=NCC. Product: [Cl:1][C:2]1[CH:3]=[C:4]([NH:17][C:18]2[C:27]3[C:22](=[CH:23][C:24]([O:36][CH2:37][CH2:38][O:39][CH3:40])=[C:25]([NH:28][C:29]([C@@H:31]4[CH2:35][CH2:34][CH2:33][N:32]4[C:41](=[O:44])[CH:42]=[CH2:43])=[O:30])[CH:26]=3)[N:21]=[CH:20][N:19]=2)[CH:5]=[CH:6][C:7]=1[O:8][CH2:9][C:10]1[CH:15]=[CH:14][CH:13]=[C:12]([F:16])[CH:11]=1. The catalyst class is: 1. (4) Reactant: BrC1C=CC=C2C=1[N:9]([S:11](C1C=CC(OC)=CC=1)(=[O:13])=[O:12])CC2.[Br:22][C:23]1[CH:24]=[CH:25][CH:26]=[C:27]2C=1N[CH:29]=[CH:28]2.[C:32]([BH3-])#[N:33].[Na+].[OH-].[Na+]. Product: [Br:22][CH:23]1[CH2:24][C:25]2[C:32](=[CH:29][CH:28]=[CH:27][CH:26]=2)[N:33]1[S:11]([NH2:9])(=[O:13])=[O:12]. The catalyst class is: 15. (5) Reactant: [H-].[Na+].[CH2:3]1C[O:6][CH2:5][CH2:4]1.[CH2:8](Br)[C:9]1[CH:14]=[CH:13][CH:12]=[CH:11][CH:10]=1.[Cl-:16].[NH4+:17].[CH3:18][N:19]([CH:21]=O)C. Product: [CH2:8]([O:6][C:5]1[C:4]([CH3:3])=[N:17][C:21]([Cl:16])=[N:19][CH:18]=1)[C:9]1[CH:14]=[CH:13][CH:12]=[CH:11][CH:10]=1. The catalyst class is: 27. (6) Reactant: [N:1]1([C:6]2[CH:11]=[CH:10][C:9]([CH:12]([CH3:17])[C:13]([O:15]C)=[O:14])=[CH:8][CH:7]=2)[CH2:5][CH2:4][CH2:3][CH2:2]1.Cl. Product: [N:1]1([C:6]2[CH:11]=[CH:10][C:9]([CH:12]([CH3:17])[C:13]([OH:15])=[O:14])=[CH:8][CH:7]=2)[CH2:2][CH2:3][CH2:4][CH2:5]1. The catalyst class is: 15. (7) Reactant: [CH2:1]([N:5]([CH2:18][CH:19]([CH3:21])[CH3:20])[C:6]1[CH:11]=[CH:10][C:9]([CH2:12][C:13]#[N:14])=[CH:8][C:7]=1[N+:15]([O-:17])=[O:16])[CH:2]([CH3:4])[CH3:3].Br[CH2:23][CH2:24]Cl.[H-].[Na+]. Product: [CH2:18]([N:5]([CH2:1][CH:2]([CH3:3])[CH3:4])[C:6]1[CH:11]=[CH:10][C:9]([C:12]2([C:13]#[N:14])[CH2:24][CH2:23]2)=[CH:8][C:7]=1[N+:15]([O-:17])=[O:16])[CH:19]([CH3:21])[CH3:20]. The catalyst class is: 3. (8) Reactant: Br[C:2]1[CH:7]=[CH:6][C:5]2[C:8]3([CH2:23][O:24][C:4]=2[CH:3]=1)[C:16]1[C:11](=[CH:12][CH:13]=[CH:14][CH:15]=1)[N:10]([CH2:17][CH2:18][CH2:19][CH2:20][CH3:21])[C:9]3=[O:22]. Product: [CH2:17]([N:10]1[C:11]2[C:16](=[CH:15][CH:14]=[CH:13][CH:12]=2)[C:8]2([C:5]3[CH:6]=[CH:7][CH:2]=[CH:3][C:4]=3[O:24][CH2:23]2)[C:9]1=[O:22])[CH2:18][CH2:19][CH2:20][CH3:21]. The catalyst class is: 381. (9) Reactant: O.[OH-].[Li+].C[O:5][C:6](=[O:23])[C:7]1[CH:12]=[CH:11][C:10](/[CH:13]=[CH:14]/[C:15]([O:17][C:18]([CH3:21])([CH3:20])[CH3:19])=[O:16])=[C:9]([CH3:22])[CH:8]=1. Product: [C:18]([O:17][C:15](/[CH:14]=[CH:13]/[C:10]1[CH:11]=[CH:12][C:7]([C:6]([OH:23])=[O:5])=[CH:8][C:9]=1[CH3:22])=[O:16])([CH3:21])([CH3:20])[CH3:19]. The catalyst class is: 20. (10) Reactant: [CH3:1][C:2]([O:4][C@@H:5]1[C@@:17]2([CH3:26])[O:18][C@:19]([CH:24]=[CH2:25])([CH3:23])[CH2:20][C:21](=[O:22])[C@:16]2([OH:27])[C@@:8]2([CH3:28])[C@@H:9]([OH:15])[CH2:10][CH2:11][C:12]([CH3:14])([CH3:13])[C@@H:7]2[C@@H:6]1[OH:29])=[O:3].N1C=CC=CC=1.C(Cl)(Cl)=[O:37]. Product: [CH3:1][C:2]([O:4][C@@H:5]1[C@@:17]2([CH3:26])[O:18][C@:19]([CH:24]=[CH2:25])([CH3:23])[CH2:20][C:21](=[O:22])[C@:16]2([OH:27])[C@@:8]2([CH3:28])[C@@H:9]([OH:15])[CH2:10][CH2:11][C:12]([CH3:13])([CH3:14])[C@@H:7]2[C@@H:6]1[OH:29])=[O:3].[C:2](=[O:3])([O-:37])[O-:4]. The catalyst class is: 6.